From a dataset of Retrosynthesis with 50K atom-mapped reactions and 10 reaction types from USPTO. Predict the reactants needed to synthesize the given product. (1) Given the product O=C1Nc2ccc(S(=O)(=O)O)cc2C1=Cc1c[nH]c2ncccc12, predict the reactants needed to synthesize it. The reactants are: O=C1Cc2cc(S(=O)(=O)O)ccc2N1.O=Cc1c[nH]c2ncccc12. (2) Given the product Cc1ccc2c(c1)c1c(n2CCC(=O)NC2CCCC2)CCN(C)C1, predict the reactants needed to synthesize it. The reactants are: CCOC(=O)CCn1c2c(c3cc(C)ccc31)CN(C)CC2.NC1CCCC1. (3) Given the product CC(C)c1cccc([C@H](C)NC(=O)c2ccc3c(c2)ncn3Cc2ccc(-c3cccnc3C(=O)O)cc2)c1, predict the reactants needed to synthesize it. The reactants are: COC(=O)c1ncccc1-c1ccc(Cn2cnc3cc(C(=O)N[C@@H](C)c4cccc(C(C)C)c4)ccc32)cc1.